From a dataset of Full USPTO retrosynthesis dataset with 1.9M reactions from patents (1976-2016). Predict the reactants needed to synthesize the given product. The reactants are: [F:1][C:2]([F:9])([S:5]([O-:8])(=[O:7])=[O:6])[CH2:3][OH:4].[CH2:10]([NH+:12]([CH2:15][CH3:16])[CH2:13][CH3:14])[CH3:11].[C:17](O[C:17](=[O:21])[C:18]([CH3:20])=[CH2:19])(=[O:21])[C:18]([CH3:20])=[CH2:19].C(N(CC)CC)C.C(C1C=C(C)C=C(C(C)(C)C)C=1O)C1C=C(C)C=C(C(C)(C)C)C=1O. Given the product [F:1][C:2]([F:9])([S:5]([O-:8])(=[O:7])=[O:6])[CH2:3][O:4][C:17](=[O:21])[C:18]([CH3:20])=[CH2:19].[CH2:10]([NH+:12]([CH2:15][CH3:16])[CH2:13][CH3:14])[CH3:11], predict the reactants needed to synthesize it.